From a dataset of Reaction yield outcomes from USPTO patents with 853,638 reactions. Predict the reaction yield, written as a fraction of the theoretical maximum amount of product (1.0 means a 100% yield; for example, 0.34 means a 34% yield). (1) The reactants are [CH2:1]([Br:8])[C:2]1[CH:7]=[CH:6][CH:5]=[CH:4][CH:3]=1.C(=O)([O-])[O-].[K+].[K+].Cl.[C:16]([O:19][CH2:20][CH3:21])(=O)[CH3:17].[CH2:22](Cl)Cl.[CH3:25][CH2:26][CH2:27][CH2:28][CH2:29]C. The catalyst is C(#N)C. The product is [Br:8][C:1]1[C:2]2[CH2:7][CH2:6][CH2:5][CH2:4][C:3]=2[C:16]([O:19][CH2:20][C:21]2[CH:29]=[CH:28][CH:27]=[CH:26][CH:25]=2)=[CH:17][CH:22]=1. The yield is 0.630. (2) The reactants are [Cl:1][C:2]1[CH:10]=[C:9]([Cl:11])[CH:8]=[C:7]2[C:3]=1[CH:4]=[C:5]([C:12]([O:14]CC)=[O:13])[NH:6]2.C1COCC1.O[Li].O.Cl. The catalyst is O. The product is [Cl:1][C:2]1[CH:10]=[C:9]([Cl:11])[CH:8]=[C:7]2[C:3]=1[CH:4]=[C:5]([C:12]([OH:14])=[O:13])[NH:6]2. The yield is 0.875.